The task is: Predict which catalyst facilitates the given reaction.. This data is from Catalyst prediction with 721,799 reactions and 888 catalyst types from USPTO. (1) Reactant: [N:1]1([C:7]([C:9]2[S:10][CH:11]=[CH:12][CH:13]=2)=[O:8])[CH2:6][CH2:5][NH:4][CH2:3][CH2:2]1.Cl[C:15]1[C:24]2[C:19](=[CH:20][CH:21]=[C:22]([CH3:25])[CH:23]=2)[NH:18][C:17](=[O:26])[C:16]=1[C:27]#[N:28]. Product: [CH3:25][C:22]1[CH:23]=[C:24]2[C:19](=[CH:20][CH:21]=1)[NH:18][C:17](=[O:26])[C:16]([C:27]#[N:28])=[C:15]2[N:4]1[CH2:5][CH2:6][N:1]([C:7]([C:9]2[S:10][CH:11]=[CH:12][CH:13]=2)=[O:8])[CH2:2][CH2:3]1. The catalyst class is: 11. (2) Reactant: [CH:1]1[CH:10]=[N:9][C:8]2[C:3](=[C:4]([N+:12]([O-:14])=[O:13])[CH:5]=[CH:6][C:7]=2[OH:11])[CH:2]=1.[CH2:15]([NH:17][CH2:18][CH3:19])[CH3:16]. Product: [CH:1]1[CH:10]=[N:9][C:8]2[C:3](=[C:4]([N+:12]([O-:14])=[O:13])[CH:5]=[CH:6][C:7]=2[OH:11])[CH:2]=1.[CH2:15]([NH:17][CH2:18][CH3:19])[CH3:16]. The catalyst class is: 1. (3) Reactant: [Si:1]([O:8][C:9]1([C:15]([O:17][CH2:18][CH3:19])=[O:16])[CH2:11][CH:10]1C(O)=O)([C:4]([CH3:7])([CH3:6])[CH3:5])([CH3:3])[CH3:2].CC[N:22]([CH:26](C)C)C(C)C.C1C=CC(P(N=[N+]=[N-])(C2C=CC=CC=2)=[O:36])=CC=1.[CH2:46]([OH:53])[C:47]1[CH:52]=[CH:51][CH:50]=[CH:49][CH:48]=1. Product: [CH2:18]([O:17][C:15]([C:9]1([O:8][Si:1]([C:4]([CH3:5])([CH3:6])[CH3:7])([CH3:2])[CH3:3])[CH2:11][CH:10]1[NH:22][C:26]([O:53][CH2:46][C:47]1[CH:52]=[CH:51][CH:50]=[CH:49][CH:48]=1)=[O:36])=[O:16])[CH3:19]. The catalyst class is: 133. (4) Reactant: [C:1]([O:5][C:6](=[O:9])[CH2:7][NH2:8])([CH3:4])([CH3:3])[CH3:2].[CH:10]1([CH2:15][CH:16]=O)[CH2:14][CH2:13][CH2:12][CH2:11]1. Product: [C:1]([O:5][C:6](=[O:9])[CH2:7]/[N:8]=[CH:16]/[CH2:15][CH:10]1[CH2:14][CH2:13][CH2:12][CH2:11]1)([CH3:4])([CH3:3])[CH3:2]. The catalyst class is: 2. (5) Reactant: CN(CCN([CH2:8][CH2:9][N:10](C)C)C)C.O=[C:14]1O[C@H:19]([C@H:21]([CH2:23]O)O)[C:17]([O-])=[C:15]1O.[Na+]. Product: [CH:14]1[CH:23]=[CH:21][C:19]([CH2:8][CH2:9][NH2:10])=[CH:17][CH:15]=1. The catalyst class is: 6.